Dataset: Full USPTO retrosynthesis dataset with 1.9M reactions from patents (1976-2016). Task: Predict the reactants needed to synthesize the given product. (1) The reactants are: [C:1]1(=[O:8])[O:7][C:5](=[O:6])[CH2:4][O:3][CH2:2]1.C(N(CC)C(C)C)(C)C.[O:18]1[C:22]2[CH:23]=[CH:24][C:25]([S:27]([N:30]([CH2:62][CH:63]([CH3:65])[CH3:64])[CH2:31][C@@H:32]([OH:61])[C@@H:33]([NH:49][C:50](=[O:60])[O:51][C@@H:52]3[C@H:59]4[C@H:55]([O:56][CH2:57][CH2:58]4)[O:54][CH2:53]3)[CH2:34][C:35]3[CH:40]=[CH:39][C:38]([O:41][CH2:42][C:43]4[N:44]=[C:45]([CH3:48])[S:46][CH:47]=4)=[CH:37][CH:36]=3)(=[O:29])=[O:28])=[CH:26][C:21]=2[O:20][CH2:19]1. Given the product [O:54]1[C@H:55]2[O:56][CH2:57][CH2:58][C@H:59]2[C@@H:52]([O:51][C:50]([NH:49][C@@H:33]([CH2:34][C:35]2[CH:36]=[CH:37][C:38]([O:41][CH2:42][C:43]3[N:44]=[C:45]([CH3:48])[S:46][CH:47]=3)=[CH:39][CH:40]=2)[C@H:32]([O:61][C:5](=[O:6])[CH2:4][O:3][CH2:2][C:1]([OH:7])=[O:8])[CH2:31][N:30]([S:27]([C:25]2[CH:24]=[CH:23][C:22]3[O:18][CH2:19][O:20][C:21]=3[CH:26]=2)(=[O:29])=[O:28])[CH2:62][CH:63]([CH3:64])[CH3:65])=[O:60])[CH2:53]1, predict the reactants needed to synthesize it. (2) Given the product [CH3:30][C:27]1[N:26]=[C:25]([CH2:24][N:16]2[N:15]=[CH:14][C:13]3[C:18](=[CH:19][C:10]([C:7]4[CH:8]=[CH:9][C:4]([O:3][C:2]([F:1])([F:21])[F:22])=[CH:5][CH:6]=4)=[CH:11][CH:12]=3)[C:17]2=[O:20])[O:29][N:28]=1, predict the reactants needed to synthesize it. The reactants are: [F:1][C:2]([F:22])([F:21])[O:3][C:4]1[CH:9]=[CH:8][C:7]([C:10]2[CH:19]=[C:18]3[C:13]([CH:14]=[N:15][NH:16][C:17]3=[O:20])=[CH:12][CH:11]=2)=[CH:6][CH:5]=1.Cl[CH2:24][C:25]1[O:29][N:28]=[C:27]([CH3:30])[N:26]=1.C(=O)([O-])[O-].[K+].[K+].CN(C=O)C. (3) Given the product [Cl:1][C:2]1[CH:3]=[C:4]2[C:8](=[CH:9][CH:10]=1)[N:7]([CH2:19][C:20]1[CH:25]=[CH:24][CH:23]=[CH:22][CH:21]=1)[C:6]([C:11](=[O:16])[CH2:12][CH2:13][CH2:14][CH3:15])=[CH:5]2, predict the reactants needed to synthesize it. The reactants are: [Cl:1][C:2]1[CH:3]=[C:4]2[C:8](=[CH:9][CH:10]=1)[NH:7][C:6]([C:11](=[O:16])[CH2:12][CH2:13][CH2:14][CH3:15])=[CH:5]2.[H-].[Na+].[CH2:19](Br)[C:20]1[CH:25]=[CH:24][CH:23]=[CH:22][CH:21]=1. (4) Given the product [CH3:13][N:14]([CH3:22])[CH:15]1[CH2:20][CH2:19][CH:18]([NH:21][C:2]2[C:3]3[C:10]([C:11]#[N:12])=[CH:9][NH:8][C:4]=3[N:5]=[CH:6][N:7]=2)[CH2:17][CH2:16]1, predict the reactants needed to synthesize it. The reactants are: Cl[C:2]1[C:3]2[C:10]([C:11]#[N:12])=[CH:9][NH:8][C:4]=2[N:5]=[CH:6][N:7]=1.[CH3:13][N:14]([CH3:22])[C@H:15]1[CH2:20][CH2:19][C@H:18]([NH2:21])[CH2:17][CH2:16]1.CCN(CC)CC. (5) Given the product [OH:1][CH:2]1[CH:3]([C:17]([NH:62][C:55]2[CH:54]=[C:53]([C:48]3[CH:49]=[CH:50][CH:51]=[C:52]4[C:47]=3[CH:46]=[CH:45][NH:44]4)[CH:61]=[C:60]3[C:56]=2[CH:57]=[N:58][NH:59]3)=[O:19])[CH2:4][N:5]([C:7]([O:9][CH2:10][C:11]2[CH:12]=[CH:13][CH:14]=[CH:15][CH:16]=2)=[O:8])[CH2:6]1, predict the reactants needed to synthesize it. The reactants are: [OH:1][CH:2]1[CH2:6][N:5]([C:7]([O:9][CH2:10][C:11]2[CH:16]=[CH:15][CH:14]=[CH:13][CH:12]=2)=[O:8])[CH2:4][CH:3]1[C:17]([OH:19])=O.CN(C(ON1N=NC2C=CC=NC1=2)=[N+](C)C)C.F[P-](F)(F)(F)(F)F.[NH:44]1[C:52]2[C:47](=[C:48]([C:53]3[CH:54]=[C:55]([NH2:62])[C:56]4[CH:57]=[N:58][NH:59][C:60]=4[CH:61]=3)[CH:49]=[CH:50][CH:51]=2)[CH:46]=[CH:45]1.CCN(C(C)C)C(C)C.